Dataset: Full USPTO retrosynthesis dataset with 1.9M reactions from patents (1976-2016). Task: Predict the reactants needed to synthesize the given product. (1) Given the product [F:1][C:2]1[CH:3]=[C:4]([C:24]2([OH:27])[CH2:25][CH2:26][N:21]([C:18]3[CH:19]=[CH:20][C:15]4[N:16]([C:12]([C:11]([F:29])([F:28])[F:10])=[N:13][N:14]=4)[N:17]=3)[CH2:22][CH2:23]2)[CH:5]=[CH:6][CH:7]=1, predict the reactants needed to synthesize it. The reactants are: [F:1][C:2]1[CH:3]=[C:4]([Mg]Br)[CH:5]=[CH:6][CH:7]=1.[F:10][C:11]([F:29])([F:28])[C:12]1[N:16]2[N:17]=[C:18]([N:21]3[CH2:26][CH2:25][C:24](=[O:27])[CH2:23][CH2:22]3)[CH:19]=[CH:20][C:15]2=[N:14][N:13]=1. (2) Given the product [CH:1]1([NH:4][C:5](=[O:36])[NH:6][C:7]2[CH:12]=[CH:11][C:10]([C:13]3[N:14]=[C:15]([N:29]4[CH2:30][CH2:31][O:32][CH2:33][C@@H:34]4[CH3:38])[C:16]4[CH2:21][N:20]([C:22]([O:24][CH3:25])=[O:23])[CH2:19][C:17]=4[N:18]=3)=[C:9]([F:35])[CH:8]=2)[CH2:2][CH2:3]1, predict the reactants needed to synthesize it. The reactants are: [CH:1]1([NH:4][C:5](=[O:36])[NH:6][C:7]2[CH:12]=[CH:11][C:10]([C:13]3[N:14]=[C:15]([N:29]4[CH2:34][CH2:33][O:32][CH2:31][CH2:30]4)[C:16]4[CH2:21][N:20]([C:22]([O:24][C:25](C)(C)C)=[O:23])[CH2:19][C:17]=4[N:18]=3)=[C:9]([F:35])[CH:8]=2)[CH2:3][CH2:2]1.Cl[C:38]1N=C(N2CCOC[C@@H]2C)C2CN(C(OC)=O)CC=2N=1.C1(NC(NC2C=CC(B3OC(C)(C)C(C)(C)O3)=C(F)C=2)=O)CC1.